This data is from Forward reaction prediction with 1.9M reactions from USPTO patents (1976-2016). The task is: Predict the product of the given reaction. (1) Given the reactants COCC[C@@H]1[C@@H]2N3CCC4C5C=CC=CC=5NC=4[C@]2(C(OC)=O)CC(C3)C1.[CH3:28][CH2:29][C@H:30]1[CH:35]2[N:36]3[CH2:38][CH2:39][C:40]4[C:44]5[CH:45]=[C:46]([OH:49])[CH:47]=[CH:48][C:43]=5[NH:42][C:41]=4[CH:34]2[CH2:33][C@@H:32]([CH2:37]3)[CH2:31]1.Cl, predict the reaction product. The product is: [CH3:28][CH2:29][C@H:30]1[CH:35]2[N:36]3[CH2:38][CH2:39][C:40]4[C:44]5[CH:45]=[C:46]([OH:49])[CH:47]=[CH:48][C:43]=5[NH:42][C:41]=4[C@H:34]2[CH2:33][CH:32]([CH2:37]3)[CH2:31]1. (2) Given the reactants [C:1]([C:3]1[CH:4]=[C:5]([CH:9]=[CH:10][CH:11]=1)[C:6](Cl)=[O:7])#[CH:2].[CH2:12]([NH:14][CH2:15][CH3:16])[CH3:13], predict the reaction product. The product is: [C:1]([C:3]1[CH:4]=[C:5]([CH:9]=[CH:10][CH:11]=1)[C:6]([N:14]([CH2:15][CH3:16])[CH2:12][CH3:13])=[O:7])#[CH:2].